This data is from Merck oncology drug combination screen with 23,052 pairs across 39 cell lines. The task is: Regression. Given two drug SMILES strings and cell line genomic features, predict the synergy score measuring deviation from expected non-interaction effect. (1) Drug 1: O=C(NOCC(O)CO)c1ccc(F)c(F)c1Nc1ccc(I)cc1F. Drug 2: CCc1c2c(nc3ccc(O)cc13)-c1cc3c(c(=O)n1C2)COC(=O)C3(O)CC. Cell line: RKO. Synergy scores: synergy=16.7. (2) Drug 1: Nc1ccn(C2OC(CO)C(O)C2(F)F)c(=O)n1. Drug 2: NC(=O)c1cccc2cn(-c3ccc(C4CCCNC4)cc3)nc12. Cell line: HT29. Synergy scores: synergy=2.34. (3) Drug 1: O=c1[nH]cc(F)c(=O)[nH]1. Drug 2: Cn1c(=O)n(-c2ccc(C(C)(C)C#N)cc2)c2c3cc(-c4cnc5ccccc5c4)ccc3ncc21. Cell line: A2058. Synergy scores: synergy=13.7. (4) Drug 2: CCC1(O)C(=O)OCc2c1cc1n(c2=O)Cc2cc3c(CN(C)C)c(O)ccc3nc2-1. Synergy scores: synergy=15.0. Drug 1: COC1CC2CCC(C)C(O)(O2)C(=O)C(=O)N2CCCCC2C(=O)OC(C(C)CC2CCC(OP(C)(C)=O)C(OC)C2)CC(=O)C(C)C=C(C)C(O)C(OC)C(=O)C(C)CC(C)C=CC=CC=C1C. Cell line: SW620. (5) Drug 1: CN(Cc1cnc2nc(N)nc(N)c2n1)c1ccc(C(=O)NC(CCC(=O)O)C(=O)O)cc1. Drug 2: O=C(CCCCCCC(=O)Nc1ccccc1)NO. Cell line: CAOV3. Synergy scores: synergy=-19.0. (6) Drug 1: O=P1(N(CCCl)CCCl)NCCCO1. Drug 2: CCc1cnn2c(NCc3ccc[n+]([O-])c3)cc(N3CCCCC3CCO)nc12. Cell line: PA1. Synergy scores: synergy=-0.647. (7) Drug 1: CCC1(O)CC2CN(CCc3c([nH]c4ccccc34)C(C(=O)OC)(c3cc4c(cc3OC)N(C)C3C(O)(C(=O)OC)C(OC(C)=O)C5(CC)C=CCN6CCC43C65)C2)C1. Drug 2: N#Cc1ccc(Cn2cncc2CN2CCN(c3cccc(Cl)c3)C(=O)C2)cc1. Cell line: OV90. Synergy scores: synergy=37.3. (8) Drug 1: CN(C)C(=N)N=C(N)N. Drug 2: CCN(CC)CCNC(=O)c1c(C)[nH]c(C=C2C(=O)Nc3ccc(F)cc32)c1C. Cell line: NCIH1650. Synergy scores: synergy=5.72.